This data is from Forward reaction prediction with 1.9M reactions from USPTO patents (1976-2016). The task is: Predict the product of the given reaction. (1) The product is: [NH2:31][C@H:30]1[CH2:1][CH2:3][C@H:4]([NH:11][C:24]2[N:23]=[CH:22][C:21]3[CH2:20][CH2:19][C:18]4[C:14]([C:12]([NH:11][C:4]5[C:3]([CH2:1][CH3:2])=[CH:8][CH:7]=[CH:6][C:5]=5[CH2:9][CH3:10])=[O:13])=[N:15][N:16]([CH3:28])[C:17]=4[C:26]=3[N:25]=2)[CH2:5][CH2:29]1. Given the reactants [CH2:1]([C:3]1[CH:8]=[CH:7][CH:6]=[C:5]([CH2:9][CH3:10])[C:4]=1[NH:11][C:12]([C:14]1[C:18]2[CH2:19][CH2:20][C:21]3[CH:22]=[N:23][C:24](I)=[N:25][C:26]=3[C:17]=2[N:16]([CH3:28])[N:15]=1)=[O:13])[CH3:2].[CH3:29][C:30]#[N:31], predict the reaction product. (2) Given the reactants [C:1]([CH:5]1[N:14]2[C:9](=[CH:10][C:11](=[O:20])[C:12]([C:15]([O:17]CC)=[O:16])=[CH:13]2)[C:8]2[CH:21]=[C:22]([O:34][CH3:35])[C:23]([O:25][CH2:26][CH2:27][CH2:28][N:29]3[CH:33]=[CH:32][CH:31]=[N:30]3)=[CH:24][C:7]=2[CH2:6]1)([CH3:4])([CH3:3])[CH3:2].[OH-].[Na+].Cl, predict the reaction product. The product is: [C:1]([CH:5]1[N:14]2[C:9](=[CH:10][C:11](=[O:20])[C:12]([C:15]([OH:17])=[O:16])=[CH:13]2)[C:8]2[CH:21]=[C:22]([O:34][CH3:35])[C:23]([O:25][CH2:26][CH2:27][CH2:28][N:29]3[CH:33]=[CH:32][CH:31]=[N:30]3)=[CH:24][C:7]=2[CH2:6]1)([CH3:4])([CH3:2])[CH3:3]. (3) Given the reactants CC1C=CC(S([O:11][C@H:12]([C@@H:15]2[CH:19]=[CH:18][CH2:17][O:16]2)[CH2:13]O)(=O)=O)=CC=1.[OH-].[NH4+:21], predict the reaction product. The product is: [NH2:21][CH2:13][C@H:12]([C@@H:15]1[CH:19]=[CH:18][CH2:17][O:16]1)[OH:11]. (4) Given the reactants [F:1][C:2]([F:11])([F:10])[C:3]1[CH:4]=[CH:5][C:6]([NH2:9])=[N:7][CH:8]=1.[F:12][C:13]1[CH:14]=[C:15]([CH:18]=[CH:19][CH:20]=1)[CH:16]=O.O.C1(C)C=CC(S(O)(=O)=O)=CC=1.[N+:33]([C:35]([CH3:38])([CH3:37])[CH3:36])#[C-:34], predict the reaction product. The product is: [C:35]([NH:33][C:34]1[N:7]2[CH:8]=[C:3]([C:2]([F:1])([F:10])[F:11])[CH:4]=[CH:5][C:6]2=[N:9][C:16]=1[C:15]1[CH:18]=[CH:19][CH:20]=[C:13]([F:12])[CH:14]=1)([CH3:38])([CH3:37])[CH3:36].